This data is from Reaction yield outcomes from USPTO patents with 853,638 reactions. The task is: Predict the reaction yield, written as a fraction of the theoretical maximum amount of product (1.0 means a 100% yield; for example, 0.34 means a 34% yield). (1) The reactants are CC1C=CC(S(O[CH2:12][CH:13]2[CH2:17][C:16]3[C:18]([C:22]4[C:27]([CH3:28])=[CH:26][CH:25]=[CH:24][C:23]=4[CH3:29])=[CH:19][CH:20]=[CH:21][C:15]=3[O:14]2)(=O)=O)=CC=1.[N-:30]=[N+:31]=[N-:32].[Na+]. No catalyst specified. The product is [CH3:29][C:23]1[CH:24]=[CH:25][CH:26]=[C:27]([CH3:28])[C:22]=1[C:18]1[C:16]2[CH2:17][CH:13]([CH2:12][N:30]=[N+:31]=[N-:32])[O:14][C:15]=2[CH:21]=[CH:20][CH:19]=1. The yield is 0.910. (2) The reactants are C[Si]([N-][Si](C)(C)C)(C)C.[Li+].[CH3:11][C:12]1[CH:17]=[CH:16][N:15]=[CH:14][N:13]=1.[F:18][C:19]1[CH:20]=[C:21]([CH:27]=[CH:28][CH:29]=1)[C:22](OCC)=[O:23]. The catalyst is O1CCCC1. The product is [F:18][C:19]1[CH:20]=[C:21]([C:22](=[O:23])[CH2:11][C:12]2[CH:17]=[CH:16][N:15]=[CH:14][N:13]=2)[CH:27]=[CH:28][CH:29]=1. The yield is 0.990. (3) The reactants are Br[C:2]1[CH:3]=[N:4][CH:5]=[C:6]([C:8]2[CH:13]=[CH:12][C:11]([CH:14]([CH3:16])[CH3:15])=[CH:10][CH:9]=2)[CH:7]=1.[C:17]([C:22]1[CH:23]=[C:24](B(O)O)[CH:25]=[CH:26][CH:27]=1)([O:19][CH2:20][CH3:21])=[O:18].C(=O)([O-])[O-].[Na+].[Na+]. No catalyst specified. The product is [CH:14]([C:11]1[CH:12]=[CH:13][C:8]([C:6]2[CH:7]=[C:2]([C:26]3[CH:27]=[C:22]([CH:23]=[CH:24][CH:25]=3)[C:17]([O:19][CH2:20][CH3:21])=[O:18])[CH:3]=[N:4][CH:5]=2)=[CH:9][CH:10]=1)([CH3:16])[CH3:15]. The yield is 0.790. (4) The reactants are CC(C)([O-])C.[K+].[Br:7][C:8]1[CH:17]=[C:16]([I:18])[C:15]([Cl:19])=[C:14]2[C:9]=1[CH2:10][CH2:11][NH:12][C:13]2=[O:20].[CH2:21]([O:28][C:29]1[C:34]([CH2:35]Cl)=[C:33]([CH3:37])[CH:32]=[C:31]([CH3:38])[N:30]=1)[C:22]1[CH:27]=[CH:26][CH:25]=[CH:24][CH:23]=1. The catalyst is CN(C=O)C. The product is [CH2:21]([O:28][C:29]1[C:34]([CH2:35][N:12]2[CH2:11][CH2:10][C:9]3[C:14](=[C:15]([Cl:19])[C:16]([I:18])=[CH:17][C:8]=3[Br:7])[C:13]2=[O:20])=[C:33]([CH3:37])[CH:32]=[C:31]([CH3:38])[N:30]=1)[C:22]1[CH:27]=[CH:26][CH:25]=[CH:24][CH:23]=1. The yield is 0.790. (5) The reactants are CO[C:3]1[C:17]2[C:12](=[CH:13][CH:14]=[CH:15][CH:16]=2)[NH:11][C:10]2[C:5](=[CH:6][CH:7]=[CH:8][CH:9]=2)[CH:4]=1.Cl.CC(C)=[O:21]. No catalyst specified. The product is [N:11](=[C:10]1[CH:9]=[CH:8][CH:7]=[CH:6][CH:5]1[CH:4]=[CH:3][C:17]1[CH:12]=[CH:13][CH:14]=[CH:15][CH:16]=1)[OH:21]. The yield is 0.970. (6) The reactants are Cl[C:2]1[N:7]=[N:6][C:5]([O:8][C:9]2[CH:14]=[CH:13][CH:12]=[CH:11][C:10]=2[CH3:15])=[C:4]([O:16][CH3:17])[CH:3]=1.[CH2:18]([Sn](CCCC)(CCCC)CCCC)[CH:19]=[CH2:20].C(OCC)(=O)C.[F-].[Na+]. The catalyst is C1(C)C=CC=CC=1.O. The product is [CH2:20]([C:2]1[N:7]=[N:6][C:5]([O:8][C:9]2[CH:14]=[CH:13][CH:12]=[CH:11][C:10]=2[CH3:15])=[C:4]([O:16][CH3:17])[CH:3]=1)[CH:19]=[CH2:18]. The yield is 0.305. (7) The reactants are C(OC(CCCCC(O[C:18]1[C:27](=[O:28])[C:26]2[C:21](=[CH:22][CH:23]=[CH:24][CH:25]=2)[O:20][C:19]=1[C:29]1[CH:34]=[CH:33][C:32](OC(CCCCC(OCC2C=CC=CC=2)=O)=O)=[CH:31][CH:30]=1)=O)=O)C1C=CC=CC=1.[H][H].C1COCC1. The catalyst is CCOC(C)=O.[OH-].[OH-].[Pd+2]. The product is [O:20]1[C:21]2[C:26](=[CH:25][CH:24]=[CH:23][CH:22]=2)[C:27](=[O:28])[CH:18]=[C:19]1[C:29]1[CH:34]=[CH:33][CH:32]=[CH:31][CH:30]=1. The yield is 0.500. (8) The product is [F:29][C:25]1[CH:26]=[CH:27][CH:28]=[C:2]([F:1])[C:3]=1[C:4]([N:6]1[C:11](=[O:12])[N:10]([C:13]2[CH:18]=[CH:17][C:16]([S:19]([C:20]([F:23])([F:21])[F:22])=[O:38])=[CH:15][C:14]=2[F:24])[CH2:9][O:8][CH2:7]1)=[O:5]. The reactants are [F:1][C:2]1[CH:28]=[CH:27][CH:26]=[C:25]([F:29])[C:3]=1[C:4]([N:6]1[C:11](=[O:12])[N:10]([C:13]2[CH:18]=[CH:17][C:16]([S:19][C:20]([F:23])([F:22])[F:21])=[CH:15][C:14]=2[F:24])[CH2:9][O:8][CH2:7]1)=[O:5].C1C=C(Cl)C=C(C(OO)=[O:38])C=1. The catalyst is C(Cl)(Cl)Cl. The yield is 0.470. (9) The reactants are [Br:1][C:2]1[CH:7]=[CH:6][C:5]([CH:8]([CH3:13])[CH2:9][C:10](O)=[O:11])=[CH:4][CH:3]=1.B. The catalyst is O1CCCC1. The product is [Br:1][C:2]1[CH:3]=[CH:4][C:5]([CH:8]([CH3:13])[CH2:9][CH2:10][OH:11])=[CH:6][CH:7]=1. The yield is 0.846. (10) The reactants are [H-].[Na+].C(=N/[OH:11])\C1C=CC=CC=1.[CH2:12]([N:19]1[CH2:24][CH2:23][C:22]([C:30]2[CH:35]=[CH:34][C:33]([Cl:36])=[CH:32][C:31]=2[C:37]#[C:38][C:39](OCC)=[O:40])([C:25](OCC)=[O:26])[CH2:21][CH2:20]1)[C:13]1[CH:18]=[CH:17][CH:16]=[CH:15][CH:14]=1.Cl.[C:45]([O:49][C:50](=[O:53])[CH2:51][NH2:52])([CH3:48])([CH3:47])[CH3:46].CCN(C(C)C)C(C)C. The catalyst is O1CCOCC1.CN(C=O)C.CCOC(C)=O. The product is [Cl:36][C:33]1[CH:32]=[C:31]2[C:30](=[CH:35][CH:34]=1)[C:22]1([CH2:23][CH2:24][N:19]([CH2:12][C:13]3[CH:14]=[CH:15][CH:16]=[CH:17][CH:18]=3)[CH2:20][CH2:21]1)[C:25](=[O:26])[CH:38]([C:39]([NH:52][CH2:51][C:50]([O:49][C:45]([CH3:48])([CH3:47])[CH3:46])=[O:53])=[O:40])[CH:37]2[OH:11]. The yield is 0.620.